From a dataset of Full USPTO retrosynthesis dataset with 1.9M reactions from patents (1976-2016). Predict the reactants needed to synthesize the given product. (1) The reactants are: [F:1][C@H:2]1[C@@H:7]([O:8][C:9]2[CH:16]=[CH:15][C:14]([C:17]3[N:22]=[C:21]([NH:23][C:24]4[CH:29]=[CH:28][C:27]([N:30]5[CH2:35][CH2:34][N:33]([CH:36]6[CH2:39][O:38][CH2:37]6)[CH2:32][CH2:31]5)=[CH:26][CH:25]=4)[N:20]=[CH:19][N:18]=3)=[CH:13][C:10]=2[C:11]#[N:12])[CH2:6][CH2:5][NH:4][CH2:3]1.[O:40]=[C:41]1[NH:45][NH:44][C:43]([C:46](O)=[O:47])=[N:42]1. Given the product [F:1][C@H:2]1[C@@H:7]([O:8][C:9]2[CH:16]=[CH:15][C:14]([C:17]3[N:22]=[C:21]([NH:23][C:24]4[CH:29]=[CH:28][C:27]([N:30]5[CH2:31][CH2:32][N:33]([CH:36]6[CH2:39][O:38][CH2:37]6)[CH2:34][CH2:35]5)=[CH:26][CH:25]=4)[N:20]=[CH:19][N:18]=3)=[CH:13][C:10]=2[C:11]#[N:12])[CH2:6][CH2:5][N:4]([C:46]([C:43]2[NH:44][NH:45][C:41](=[O:40])[N:42]=2)=[O:47])[CH2:3]1, predict the reactants needed to synthesize it. (2) The reactants are: [CH3:1][C:2](=[O:23])[C@@H:3]1[C@:20]2([CH3:21])[C@H:6]([C@H:7]3[C@H:17]([CH2:18][CH2:19]2)[C@:15]2([CH3:16])[C@H:10]([CH2:11][C:12](=[O:22])[CH2:13][CH2:14]2)[CH2:9][CH2:8]3)[CH2:5][CH2:4]1.[CH3:24][Mg]Cl. Given the product [CH3:1][C:2]([C@@H:3]1[C@@:20]2([CH3:21])[CH2:19][CH2:18][C@@H:17]3[C@@:15]4([CH3:16])[CH2:14][CH2:13][C@:12]([OH:22])([CH3:24])[CH2:11][C@@H:10]4[CH2:9][CH2:8][C@H:7]3[C@@H:6]2[CH2:5][CH2:4]1)=[O:23], predict the reactants needed to synthesize it. (3) Given the product [CH3:3][CH:2]([C:4]1[S:8][CH:7]=[C:6]([CH2:9][N:10]([C:12]([NH:14][C@H:15]([C:24]([NH:26][C@@H:27]([CH2:48][C:49]2[CH:54]=[CH:53][CH:52]=[CH:51][CH:50]=2)[CH2:28][CH2:29][C@@H:30]([NH:38][C:39]([O:41][CH2:42][C:43]2[S:47][CH:46]=[N:45][CH:44]=2)=[O:40])[CH2:31][C:32]2[CH:33]=[CH:34][CH:35]=[CH:36][CH:37]=2)=[O:25])[CH2:16][CH2:17][N:18]2[CH2:23][CH2:22][O:21][CH2:20][CH2:19]2)=[O:13])[CH3:11])[N:5]=1)[CH3:1].[N+:55]([O-:58])([O-:57])=[O:56], predict the reactants needed to synthesize it. The reactants are: [CH3:1][CH:2]([C:4]1[S:8][CH:7]=[C:6]([CH2:9][N:10]([C:12]([NH:14][C@H:15]([C:24]([NH:26][C@@H:27]([CH2:48][C:49]2[CH:50]=[CH:51][CH:52]=[CH:53][CH:54]=2)[CH2:28][CH2:29][C@@H:30]([NH:38][C:39]([O:41][CH2:42][C:43]2[S:47][CH:46]=[N:45][CH:44]=2)=[O:40])[CH2:31][C:32]2[CH:33]=[CH:34][CH:35]=[CH:36][CH:37]=2)=[O:25])[CH2:16][CH2:17][N:18]2[CH2:23][CH2:22][O:21][CH2:20][CH2:19]2)=[O:13])[CH3:11])[N:5]=1)[CH3:3].[N+:55]([O-:58])([OH:57])=[O:56]. (4) Given the product [CH2:1]([O:8][C:9]([N:11]1[CH2:15][C:14](=[O:16])[N:13]=[C:12]1[NH:17][CH2:21][C:20]1[CH:23]=[CH:24][C:25]([F:27])=[CH:26][C:19]=1[Cl:18])=[O:10])[C:2]1[CH:7]=[CH:6][CH:5]=[CH:4][CH:3]=1, predict the reactants needed to synthesize it. The reactants are: [CH2:1]([O:8][C:9]([N:11]1[CH2:15][C:14](=[O:16])[N:13]=[C:12]1[NH2:17])=[O:10])[C:2]1[CH:7]=[CH:6][CH:5]=[CH:4][CH:3]=1.[Cl:18][C:19]1[CH:26]=[C:25]([F:27])[CH:24]=[CH:23][C:20]=1[CH2:21]Br.C([O-])([O-])=O.[K+].[K+]. (5) Given the product [CH2:35]([O:34][C:32]([N:26]1[CH2:31][CH2:30][N:29]([CH2:7][C:6]2[CH:5]=[CH:4][C:3]([C:1]#[N:2])=[CH:16][CH:15]=2)[CH:28]([CH2:18][C:17]2[NH:20][CH:23]=[N:44][CH:19]=2)[CH2:27]1)=[O:33])[C:36]1[CH:41]=[CH:40][CH:39]=[CH:38][CH:37]=1, predict the reactants needed to synthesize it. The reactants are: [C:1]([C:3]1[CH:16]=[CH:15][C:6]([CH2:7]N2C(CCl)=CN=C2)=[CH:5][CH:4]=1)#[N:2].[CH:17]([N:20]([CH:23](C)C)CC)([CH3:19])[CH3:18].[N:26]1([C:32]([O:34][CH2:35][C:36]2[CH:41]=[CH:40][CH:39]=[CH:38][CH:37]=2)=[O:33])[CH2:31][CH2:30][NH:29][CH2:28][CH2:27]1.C(#[N:44])C. (6) Given the product [C:1]([O:5][C:6]([N:8]1[CH2:13][CH2:12][C@@H:11]([C:14]2[CH:15]=[C:16]3[C:25](=[CH:26][C:27]=2[B:35]2[O:36][C:37]([CH3:39])([CH3:38])[C:33]([CH3:49])([CH3:32])[O:34]2)[O:24][CH2:23][C:22]2[N:17]3[C@H:18]([CH3:30])[C:19](=[O:29])[NH:20][N:21]=2)[C@@H:10]([CH3:31])[CH2:9]1)=[O:7])([CH3:4])([CH3:3])[CH3:2], predict the reactants needed to synthesize it. The reactants are: [C:1]([O:5][C:6]([N:8]1[CH2:13][CH2:12][C@@H:11]([C:14]2[CH:15]=[C:16]3[C:25](=[CH:26][C:27]=2Br)[O:24][CH2:23][C:22]2[N:17]3[C@H:18]([CH3:30])[C:19](=[O:29])[NH:20][N:21]=2)[C@@H:10]([CH3:31])[CH2:9]1)=[O:7])([CH3:4])([CH3:3])[CH3:2].[CH3:32][C:33]1([CH3:49])[C:37]([CH3:39])([CH3:38])[O:36][B:35]([B:35]2[O:36][C:37]([CH3:39])([CH3:38])[C:33]([CH3:49])([CH3:32])[O:34]2)[O:34]1.CC([O-])=O.[K+]. (7) Given the product [OH:23][NH:25][C:19]([C:17]1[CH:16]=[CH:15][C:5]2[CH2:6][N:7]([C:9]3[CH:14]=[CH:13][CH:12]=[CH:11][CH:10]=3)[CH2:8][C@H:2]([CH3:1])[O:3][C:4]=2[CH:18]=1)=[O:21], predict the reactants needed to synthesize it. The reactants are: [CH3:1][C@H:2]1[CH2:8][N:7]([C:9]2[CH:14]=[CH:13][CH:12]=[CH:11][CH:10]=2)[CH2:6][C:5]2[CH:15]=[CH:16][C:17]([C:19]([O:21]C)=O)=[CH:18][C:4]=2[O:3]1.[OH-:23].[Na+].[NH2:25]O. (8) Given the product [C:60]([O:59][C@@H:4]1[C:3]2[C:15]([CH3:16])([CH3:17])[C@@:14]([OH:41])([CH2:18][C@H:19]([O:20][C:21](=[O:22])[C@H:23]([O:40][Si:69]3([O:75][CH2:76][C:77]([O:79][CH2:80][C:81]4[CH:82]=[CH:83][CH:84]=[CH:85][CH:86]=4)=[O:78])[CH2:74][CH2:73][CH2:72][CH2:71][CH2:70]3)[C@@H:24]([NH:31][C:32](=[O:33])[C:34]3[CH:39]=[CH:38][CH:37]=[CH:36][CH:35]=3)[C:25]3[CH:26]=[CH:27][CH:28]=[CH:29][CH:30]=3)[C:2]=2[CH3:1])[C@@H:13]([O:42][C:43](=[O:44])[C:45]2[CH:50]=[CH:49][CH:48]=[CH:47][CH:46]=2)[CH:12]2[C@:11]3([O:53][C:54](=[O:55])[CH3:56])[CH2:51][O:52][C@@H:10]3[CH2:9][C@H:8]([OH:57])[C@@:7]2([CH3:58])[C:5]1=[O:6])(=[O:61])[CH3:62], predict the reactants needed to synthesize it. The reactants are: [CH3:1][C:2]1[C@@H:19]([O:20][C:21]([C@H:23]([OH:40])[C@@H:24]([NH:31][C:32]([C:34]2[CH:35]=[CH:36][CH:37]=[CH:38][CH:39]=2)=[O:33])[C:25]2[CH:26]=[CH:27][CH:28]=[CH:29][CH:30]=2)=[O:22])[CH2:18][C@:14]2([OH:41])[C:15]([CH3:17])([CH3:16])[C:3]=1[C@@H:4]([O:59][C:60]([CH3:62])=[O:61])[C:5]([C@@:7]1([CH3:58])[C@H:12]([C@@H:13]2[O:42][C:43]([C:45]2[CH:46]=[CH:47][CH:48]=[CH:49][CH:50]=2)=[O:44])[C@:11]2([O:53][C:54]([CH3:56])=[O:55])[CH2:51][O:52][C@@H:10]2[CH2:9][C@@H:8]1[OH:57])=[O:6].N1C=CN=C1.Cl[Si:69]1([O:75][CH2:76][C:77]([O:79][CH2:80][C:81]2[CH:86]=[CH:85][CH:84]=[CH:83][CH:82]=2)=[O:78])[CH2:74][CH2:73][CH2:72][CH2:71][CH2:70]1.[SiH3]Cl. (9) Given the product [NH2:21][C:20]1[N:22]=[CH:12][C:9]2[CH2:8][C:7](=[O:16])[NH:6][C:5]3[CH:17]=[CH:18][C:2]([I:1])=[CH:3][C:4]=3[C:10]=2[N:19]=1, predict the reactants needed to synthesize it. The reactants are: [I:1][C:2]1[CH:18]=[CH:17][C:5]2[NH:6][C:7](=[O:16])[CH2:8][C:9](=[CH:12]N(C)C)[C:10](=O)[C:4]=2[CH:3]=1.[NH2:19][C:20]([NH2:22])=[NH:21]. (10) Given the product [C:1]([O:5][C:6]([N:8]1[CH2:12][C@H:11]([F:13])[CH2:10][C@H:9]1[C:14](=[O:16])[NH:26][C:23]1[CH:24]=[CH:25][C:20]([C:19]([O:18][CH3:17])=[O:28])=[C:21]([Br:27])[CH:22]=1)=[O:7])([CH3:2])([CH3:3])[CH3:4], predict the reactants needed to synthesize it. The reactants are: [C:1]([O:5][C:6]([N:8]1[CH2:12][C@H:11]([F:13])[CH2:10][C@H:9]1[C:14]([OH:16])=O)=[O:7])([CH3:4])([CH3:3])[CH3:2].[CH3:17][O:18][C:19](=[O:28])[C:20]1[CH:25]=[CH:24][C:23]([NH2:26])=[CH:22][C:21]=1[Br:27].CN(C(ON1N=NC2C=CC=CC1=2)=[N+](C)C)C.F[P-](F)(F)(F)(F)F.CCN(C(C)C)C(C)C.